From a dataset of Reaction yield outcomes from USPTO patents with 853,638 reactions. Predict the reaction yield, written as a fraction of the theoretical maximum amount of product (1.0 means a 100% yield; for example, 0.34 means a 34% yield). The reactants are CO[C:3](=[O:23])[C:4]1[CH:9]=[C:8]([C:10]2[N:11]([CH:15]([CH3:17])[CH3:16])[N:12]=[CH:13][CH:14]=2)[C:7]([C:18]([F:21])([F:20])[F:19])=[CH:6][C:5]=1[NH2:22].CC[N:26]([CH2:29]C)CC.[CH3:31][S:32]([NH:35]N)(=[O:34])=[O:33].[OH-:37].[Na+]. The catalyst is C(Cl)Cl. The product is [F:20][C:18]([F:19])([F:21])[C:7]1[CH:6]=[C:5]2[C:4]([C:3](=[O:23])[N:26]([NH:35][S:32]([CH3:31])(=[O:34])=[O:33])[C:29](=[O:37])[NH:22]2)=[CH:9][C:8]=1[C:10]1[N:11]([CH:15]([CH3:16])[CH3:17])[N:12]=[CH:13][CH:14]=1. The yield is 0.420.